From a dataset of Forward reaction prediction with 1.9M reactions from USPTO patents (1976-2016). Predict the product of the given reaction. Given the reactants [Si](Cl)(C(C)(C)C)(C)C.[CH2:9]([N:11]([CH2:14][CH3:15])[CH2:12]C)C.CI.[Na].N.Cl.[C:21]1([C@H:27]([CH2:30][CH2:31][OH:32])[CH2:28][OH:29])[CH:26]=[CH:25]C=C[CH:22]=1.C1C[O:36][CH2:35]C1, predict the reaction product. The product is: [CH3:35][O:36][C:28](=[O:29])[C@@H:27]([C:21]1[CH:22]=[CH:15][C:14]([N:11]([CH3:9])[CH3:12])=[CH:25][CH:26]=1)[CH2:30][CH:31]=[O:32].